Dataset: Catalyst prediction with 721,799 reactions and 888 catalyst types from USPTO. Task: Predict which catalyst facilitates the given reaction. (1) Reactant: [NH2:1][C:2]1[CH:7]=[CH:6][CH:5]=[CH:4][CH:3]=1.[Br:8][C:9]1[CH:14]=[CH:13][C:12]([C:15](Cl)=[O:16])=[C:11]([O:18][CH3:19])[CH:10]=1.C(N(CC)CC)C. Product: [C:2]1([NH:1][C:15](=[O:16])[C:12]2[CH:13]=[CH:14][C:9]([Br:8])=[CH:10][C:11]=2[O:18][CH3:19])[CH:7]=[CH:6][CH:5]=[CH:4][CH:3]=1. The catalyst class is: 4. (2) The catalyst class is: 238. Reactant: C(O[C:4](=[O:18])[C:5](=[N:10][NH:11][CH:12]1[CH2:17][CH2:16][CH2:15][CH2:14][CH2:13]1)[C:6]([CH3:9])([CH3:8])[CH3:7])C.CC(C)(C)[C:21](=O)[C:22]([OH:24])=[O:23].C1CCN2C(=[N:32]CCC2)CC1.BrCC.[C:42]([O-:45])(O)=O.[Na+].Cl.C1(NN)CCCCC1.Cl.[CH3:57][C:58]([O:61]C)(C)C. Product: [CH:12]1([N:11]2[C:58](=[O:61])[C:57]([C:42]([NH:32][CH2:21][C:22]([OH:24])=[O:23])=[O:45])=[C:4]([OH:18])[C:5]([C:6]([CH3:7])([CH3:8])[CH3:9])=[N:10]2)[CH2:13][CH2:14][CH2:15][CH2:16][CH2:17]1.